From a dataset of Full USPTO retrosynthesis dataset with 1.9M reactions from patents (1976-2016). Predict the reactants needed to synthesize the given product. (1) The reactants are: [Si:1]([N:8]1[C:11](=[O:12])[C@H:10]([CH2:13][CH2:14][CH2:15][CH:16]=[O:17])[C@H:9]1[C:18]([O:20][CH2:21][C:22]1[CH:27]=[CH:26][CH:25]=[CH:24][CH:23]=1)=[O:19])([C:4]([CH3:7])([CH3:6])[CH3:5])([CH3:3])[CH3:2].[Br-:28].[Br-].[Br-].C([N+](CCCC)(CCCC)CCCC)CCC.C([N+](CCCC)(CCCC)CCCC)CCC.C([N+](CCCC)(CCCC)CCCC)CCC. Given the product [Br:28][CH:15]([CH:16]=[O:17])[CH2:14][CH2:13][C@H:10]1[C:11](=[O:12])[N:8]([Si:1]([C:4]([CH3:7])([CH3:6])[CH3:5])([CH3:3])[CH3:2])[C@@H:9]1[C:18]([O:20][CH2:21][C:22]1[CH:23]=[CH:24][CH:25]=[CH:26][CH:27]=1)=[O:19], predict the reactants needed to synthesize it. (2) Given the product [Br:3][C:4]1[CH:5]=[C:6]([S:11]([NH2:1])(=[O:13])=[O:12])[CH:7]=[C:8]([F:10])[CH:9]=1, predict the reactants needed to synthesize it. The reactants are: [NH4+:1].[OH-].[Br:3][C:4]1[CH:5]=[C:6]([S:11](Cl)(=[O:13])=[O:12])[CH:7]=[C:8]([F:10])[CH:9]=1.O. (3) The reactants are: [CH3:1][S:2]([C:5]1[CH:10]=[CH:9][CH:8]=[CH:7][C:6]=1[O:11][C:12]([F:15])([F:14])[F:13])(=[O:4])=[O:3].[N+:16]([O-])([OH:18])=[O:17]. Given the product [CH3:1][S:2]([C:5]1[CH:10]=[C:9]([N+:16]([O-:18])=[O:17])[CH:8]=[CH:7][C:6]=1[O:11][C:12]([F:13])([F:14])[F:15])(=[O:4])=[O:3], predict the reactants needed to synthesize it. (4) Given the product [CH2:1]([O:8][C:9]1[CH:38]=[CH:37][C:12]2[C:13]3[N:17]([CH2:18][CH2:19][C:20](=[O:21])[C:11]=2[CH:10]=1)[C:16]1[N:22]=[C:23]([C:26]([OH:28])=[O:27])[CH:24]=[CH:25][C:15]=1[C:14]=3[CH:31]1[CH2:36][CH2:35][CH2:34][CH2:33][CH2:32]1)[C:2]1[CH:3]=[CH:4][CH:5]=[CH:6][CH:7]=1, predict the reactants needed to synthesize it. The reactants are: [CH2:1]([O:8][C:9]1[CH:38]=[CH:37][C:12]2[C:13]3[N:17]([CH2:18][CH2:19][C:20](=[O:21])[C:11]=2[CH:10]=1)[C:16]1[N:22]=[C:23]([C:26]([O:28]CC)=[O:27])[CH:24]=[CH:25][C:15]=1[C:14]=3[CH:31]1[CH2:36][CH2:35][CH2:34][CH2:33][CH2:32]1)[C:2]1[CH:7]=[CH:6][CH:5]=[CH:4][CH:3]=1.[OH-].[Na+].Cl. (5) Given the product [CH3:11][O:12][C:13](=[O:33])[CH2:14][C:15]1([N:26]2[CH2:31][CH2:30][CH:29]([NH:10][C@@H:8]3[CH2:9][C@H:7]3[C:1]3[CH:6]=[CH:5][CH:4]=[CH:3][CH:2]=3)[CH2:28][CH2:27]2)[CH2:16][N:17]([C:19]([O:21][C:22]([CH3:25])([CH3:24])[CH3:23])=[O:20])[CH2:18]1, predict the reactants needed to synthesize it. The reactants are: [C:1]1([C@@H:7]2[CH2:9][C@H:8]2[NH2:10])[CH:6]=[CH:5][CH:4]=[CH:3][CH:2]=1.[CH3:11][O:12][C:13](=[O:33])[CH2:14][C:15]1([N:26]2[CH2:31][CH2:30][C:29](=O)[CH2:28][CH2:27]2)[CH2:18][N:17]([C:19]([O:21][C:22]([CH3:25])([CH3:24])[CH3:23])=[O:20])[CH2:16]1.C(O)(=O)C.C(O[BH-](OC(=O)C)OC(=O)C)(=O)C.[Na+]. (6) Given the product [NH2:17][CH2:16][CH2:15][CH2:14][N:13]([CH2:18][CH2:19][CH2:20][NH2:21])[CH2:12][CH2:11][CH2:10][CH2:9][CH2:8][CH2:7][CH2:6][N:5]([CH2:22][CH2:23][CH2:24][NH2:25])[CH2:4][CH2:3][CH2:1][NH2:2], predict the reactants needed to synthesize it. The reactants are: [C:1]([CH2:3][CH2:4][N:5]([CH2:22][CH2:23][C:24]#[N:25])[CH2:6][CH2:7][CH2:8][CH2:9][CH2:10][CH2:11][CH2:12][N:13]([CH2:18][CH2:19][C:20]#[N:21])[CH2:14][CH2:15][C:16]#[N:17])#[N:2].CCO.C1COCC1.